Dataset: Catalyst prediction with 721,799 reactions and 888 catalyst types from USPTO. Task: Predict which catalyst facilitates the given reaction. (1) The catalyst class is: 5. Reactant: [Cl:1][C:2]1[CH:3]=[C:4]([C@@H:8]([OH:36])[CH2:9][NH:10][C@@H:11]2[CH2:20][C:19]3[CH:18]=[C:17]([O:21][C:22]4[CH:23]=[CH:24][C:25]([N:31]5[CH2:35][CH2:34][CH2:33][CH2:32]5)=[C:26]([CH:30]=4)[C:27]([O-:29])=[O:28])[CH:16]=[CH:15][C:14]=3[CH2:13][CH2:12]2)[CH:5]=[CH:6][CH:7]=1.[Na+].[ClH:38]. Product: [ClH:1].[ClH:38].[Cl:1][C:2]1[CH:3]=[C:4]([C@@H:8]([OH:36])[CH2:9][NH:10][C@@H:11]2[CH2:20][C:19]3[CH:18]=[C:17]([O:21][C:22]4[CH:23]=[CH:24][C:25]([N:31]5[CH2:32][CH2:33][CH2:34][CH2:35]5)=[C:26]([CH:30]=4)[C:27]([OH:29])=[O:28])[CH:16]=[CH:15][C:14]=3[CH2:13][CH2:12]2)[CH:5]=[CH:6][CH:7]=1. (2) Reactant: Cl.Cl.[NH:3]1[CH2:8][CH2:7][CH:6]([NH:9][C:10]([C:12]2[CH:35]=[CH:34][C:15]3[N:16]([CH2:30][CH2:31][O:32][CH3:33])[C:17]([NH:19][C:20]4[S:21][C:22]5[CH:28]=[C:27]([Cl:29])[CH:26]=[CH:25][C:23]=5[N:24]=4)=[N:18][C:14]=3[CH:13]=2)=[O:11])[CH2:5][CH2:4]1.[O:36]1CC(O)O[CH2:38][CH:37]1O.[BH-](OC(C)=O)(OC(C)=O)OC(C)=O.[Na+]. The catalyst class is: 2. Product: [OH:36][CH2:37][CH2:38][N:3]1[CH2:4][CH2:5][CH:6]([NH:9][C:10]([C:12]2[CH:35]=[CH:34][C:15]3[N:16]([CH2:30][CH2:31][O:32][CH3:33])[C:17]([NH:19][C:20]4[S:21][C:22]5[CH:28]=[C:27]([Cl:29])[CH:26]=[CH:25][C:23]=5[N:24]=4)=[N:18][C:14]=3[CH:13]=2)=[O:11])[CH2:7][CH2:8]1. (3) Reactant: [Br:1][C:2]1[CH:8]=[CH:7][C:5]([NH2:6])=[CH:4][CH:3]=1.C(N(CC)CC)C.[F:16][C:17]([F:28])([F:27])[C:18](O[C:18](=[O:19])[C:17]([F:28])([F:27])[F:16])=[O:19].C([O-])(O)=O.[Na+]. Product: [Br:1][C:2]1[CH:8]=[CH:7][C:5]([NH:6][C:18](=[O:19])[C:17]([F:28])([F:27])[F:16])=[CH:4][CH:3]=1. The catalyst class is: 2. (4) Reactant: Cl.[I:2][C:3]1[C:11]2[C:6](=[N:7][CH:8]=[N:9][C:10]=2[NH2:12])[N:5]([CH:13]2[CH2:17][CH2:16][NH:15][CH2:14]2)[N:4]=1.C(=O)(O)[O-].[Na+].[C:23](O[C:23]([O:25][C:26]([CH3:29])([CH3:28])[CH3:27])=[O:24])([O:25][C:26]([CH3:29])([CH3:28])[CH3:27])=[O:24]. Product: [NH2:12][C:10]1[N:9]=[CH:8][N:7]=[C:6]2[N:5]([CH:13]3[CH2:17][CH2:16][N:15]([C:23]([O:25][C:26]([CH3:29])([CH3:28])[CH3:27])=[O:24])[CH2:14]3)[N:4]=[C:3]([I:2])[C:11]=12. The catalyst class is: 38. (5) The catalyst class is: 44. Reactant: [O:1]1[C:10]2[C:5](=[N:6][CH:7]=[CH:8][CH:9]=2)[O:4][C@@H:3]([C:11]2[CH:26]=[CH:25][C:14]([CH2:15][N:16]3[CH2:21][CH2:20][CH:19]([C:22]([OH:24])=O)[CH2:18][CH2:17]3)=[CH:13][CH:12]=2)[CH2:2]1.CN(C(ON1N=NC2C=CC=NC1=2)=[N+](C)C)C.F[P-](F)(F)(F)(F)F.[NH2:51][CH2:52][C:53]([CH3:56])([OH:55])[CH3:54].CCN(C(C)C)C(C)C. Product: [OH:55][C:53]([CH3:56])([CH3:54])[CH2:52][NH:51][C:22]([CH:19]1[CH2:20][CH2:21][N:16]([CH2:15][C:14]2[CH:25]=[CH:26][C:11]([C@@H:3]3[O:4][C:5]4=[N:6][CH:7]=[CH:8][CH:9]=[C:10]4[O:1][CH2:2]3)=[CH:12][CH:13]=2)[CH2:17][CH2:18]1)=[O:24]. (6) Reactant: [Cl:1][C:2]1[CH:3]=[C:4]([C:8]([C:10]2[CH:11]=[N:12][C:13]3[C:18]([CH:19]=2)=[CH:17][CH:16]=[CH:15][C:14]=3Cl)=[O:9])[CH:5]=[CH:6][CH:7]=1.[N:21]1([C:27]([O:29][C:30]([CH3:33])([CH3:32])[CH3:31])=[O:28])[CH2:26][CH2:25][NH:24][CH2:23][CH2:22]1.C1(P(C2CCCCC2)C2C=CC=CC=2C2C=CC=CC=2N(C)C)CCCCC1.CC(C)([O-])C.[Na+]. Product: [Cl:1][C:2]1[CH:3]=[C:4]([C:8]([C:10]2[CH:11]=[N:12][C:13]3[C:18]([CH:19]=2)=[CH:17][CH:16]=[CH:15][C:14]=3[N:24]2[CH2:23][CH2:22][N:21]([C:27]([O:29][C:30]([CH3:33])([CH3:32])[CH3:31])=[O:28])[CH2:26][CH2:25]2)=[O:9])[CH:5]=[CH:6][CH:7]=1. The catalyst class is: 101. (7) Reactant: [C:1]([O:9][CH:10]1[CH2:14][CH2:13][CH:12](O)[CH2:11]1)(=[O:8])[C:2]1[CH:7]=[CH:6][CH:5]=[CH:4][CH:3]=1.C1(P([N:30]=[N+:31]=[N-:32])(C2C=CC=CC=2)=O)C=CC=CC=1.N(C(OCC)=O)=NC(OCC)=O.C1(P(C2C=CC=CC=2)C2C=CC=CC=2)C=CC=CC=1. Product: [C:1]([O:9][CH:10]1[CH2:14][CH2:13][CH:12]([N:30]=[N+:31]=[N-:32])[CH2:11]1)(=[O:8])[C:2]1[CH:7]=[CH:6][CH:5]=[CH:4][CH:3]=1. The catalyst class is: 7. (8) Product: [N:15]1[C:16]2[NH:17][C:18](=[O:19])[CH:9]=[N:10][C:11]=2[CH:12]=[N:13][CH:14]=1. Reactant: FC1C=C(C)C([C:9]2[C:18](=[O:19])[N:17](C)[C:16]3[N:15]=[C:14](NC)[N:13]=[CH:12][C:11]=3[N:10]=2)=CC=1NC(=O)C.Cl. The catalyst class is: 5. (9) Product: [F:16][C:17]1[CH:23]=[CH:22][CH:21]=[C:20]([F:24])[C:18]=1[NH:19][S:2]([C:5]1[CH:6]=[C:7]([CH:13]=[CH:14][CH:15]=1)[C:8]([O:10][CH2:11][CH3:12])=[O:9])(=[O:4])=[O:3]. Reactant: Cl[S:2]([C:5]1[CH:6]=[C:7]([CH:13]=[CH:14][CH:15]=1)[C:8]([O:10][CH2:11][CH3:12])=[O:9])(=[O:4])=[O:3].[F:16][C:17]1[CH:23]=[CH:22][CH:21]=[C:20]([F:24])[C:18]=1[NH2:19]. The catalyst class is: 675. (10) Product: [CH2:1]([NH:8][CH2:14][C:13]1[CH:16]=[CH:17][C:10]([F:9])=[CH:11][CH:12]=1)[C:2]1[CH:7]=[CH:6][CH:5]=[CH:4][CH:3]=1. The catalyst class is: 5. Reactant: [CH2:1]([NH2:8])[C:2]1[CH:7]=[CH:6][CH:5]=[CH:4][CH:3]=1.[F:9][C:10]1[CH:17]=[CH:16][C:13]([CH:14]=O)=[CH:12][CH:11]=1.[BH3-]C#N.[Na+].